This data is from Full USPTO retrosynthesis dataset with 1.9M reactions from patents (1976-2016). The task is: Predict the reactants needed to synthesize the given product. (1) Given the product [C:1]1([C:7]2[S:11][C:10]([NH:12][C:13]3[O:14][C@:15]4([CH2:23][N:24]=3)[CH:20]3[CH2:19][CH2:18][N+:17]([O-:33])([CH2:22][CH2:21]3)[CH2:16]4)=[N:9][CH:8]=2)[CH:2]=[CH:3][CH:4]=[CH:5][CH:6]=1, predict the reactants needed to synthesize it. The reactants are: [C:1]1([C:7]2[S:11][C:10]([NH:12][C:13]3[O:14][C@:15]4([CH2:23][N:24]=3)[CH:20]3[CH2:21][CH2:22][N:17]([CH2:18][CH2:19]3)[CH2:16]4)=[N:9][CH:8]=2)[CH:6]=[CH:5][CH:4]=[CH:3][CH:2]=1.C1C=C(Cl)C=C(C(OO)=[O:33])C=1. (2) Given the product [CH2:4]([N:11]([CH2:26][CH:27]([OH:28])[CH3:1])[C:12]([CH:14]1[C:17]2[CH:18]=[CH:19][CH:20]=[C:21]([C:22]([F:23])([F:24])[F:25])[C:16]=2[CH2:15]1)=[O:13])[C:5]1[CH:10]=[CH:9][CH:8]=[CH:7][CH:6]=1, predict the reactants needed to synthesize it. The reactants are: [CH3:1][Mg]Br.[CH2:4]([N:11]([CH2:26][CH:27]=[O:28])[C:12]([CH:14]1[C:17]2[CH:18]=[CH:19][CH:20]=[C:21]([C:22]([F:25])([F:24])[F:23])[C:16]=2[CH2:15]1)=[O:13])[C:5]1[CH:10]=[CH:9][CH:8]=[CH:7][CH:6]=1. (3) Given the product [O:16]=[C:15]1[C:8]2=[CH:7][C:6]3[CH:5]=[C:4]([C:17]#[N:18])[CH:3]=[C:2]([C:19]4[CH:24]=[CH:23][CH:22]=[CH:21][CH:20]=4)[C:10]=3[N:9]2[CH2:11][CH2:12][CH2:13][NH:14]1, predict the reactants needed to synthesize it. The reactants are: Br[C:2]1[C:10]2[N:9]3[CH2:11][CH2:12][CH2:13][NH:14][C:15](=[O:16])[C:8]3=[CH:7][C:6]=2[CH:5]=[C:4]([C:17]#[N:18])[CH:3]=1.[C:19]1(B(O)O)[CH:24]=[CH:23][CH:22]=[CH:21][CH:20]=1. (4) Given the product [CH2:41]([O:42][C:30]1[CH:23]=[C:24]([CH:25]2[C:12]([C:13]3[CH:18]=[CH:17][CH:16]=[CH:15][CH:14]=3)=[C:11]([C:2]3[CH:3]=[CH:4][C:5]4[C:10](=[CH:9][CH:8]=[CH:7][CH:6]=4)[CH:1]=3)[NH:38][C:36](=[O:37])[NH:35]2)[CH:27]=[C:28]([N+:32]([O-:34])=[O:33])[C:29]=1[OH:31])[CH3:40], predict the reactants needed to synthesize it. The reactants are: [CH:1]1[C:10]2[C:5](=[CH:6][CH:7]=[CH:8][CH:9]=2)[CH:4]=[CH:3][C:2]=1[C:11](=O)[CH2:12][C:13]1[CH:18]=[CH:17][CH:16]=[CH:15][CH:14]=1.C(O[C:23]1[CH:30]=[C:29]([OH:31])[C:28]([N+:32]([O-:34])=[O:33])=[CH:27][C:24]=1[CH:25]=O)C.[NH2:35][C:36]([NH2:38])=[O:37].Cl.[CH3:40][CH2:41][OH:42]. (5) Given the product [C:7]1([C:4]2[CH:3]=[C:2]([CH:13]3[CH2:14][CH2:15][N:16]([C:19]([O:21][C:22]([CH3:25])([CH3:24])[CH3:23])=[O:20])[CH2:17][CH2:18]3)[O:6][N:5]=2)[CH:8]=[CH:9][CH:10]=[CH:11][CH:12]=1, predict the reactants needed to synthesize it. The reactants are: O[C:2]1([CH:13]2[CH2:18][CH2:17][N:16]([C:19]([O:21][C:22]([CH3:25])([CH3:24])[CH3:23])=[O:20])[CH2:15][CH2:14]2)[O:6][N:5]=[C:4]([C:7]2[CH:12]=[CH:11][CH:10]=[CH:9][CH:8]=2)[CH2:3]1.C(=O)([O-])[O-].[Na+].[Na+]. (6) Given the product [F:6][C:7]1[C:16]2[C:11](=[CH:12][CH:13]=[CH:14][CH:15]=2)[C:10]([C@H:17]([NH:26][S:24]([C:20]([CH3:23])([CH3:22])[CH3:21])=[O:25])[CH3:18])=[CH:9][CH:8]=1, predict the reactants needed to synthesize it. The reactants are: O1CCCC1.[F:6][C:7]1[C:16]2[C:11](=[CH:12][CH:13]=[CH:14][CH:15]=2)[C:10]([C:17](=O)[CH3:18])=[CH:9][CH:8]=1.[C:20]([S@:24]([NH2:26])=[O:25])([CH3:23])([CH3:22])[CH3:21].[BH4-].[Na+]. (7) Given the product [ClH:24].[NH2:14][CH2:2][C:3]1[N:4]=[CH:5][C:6]([C:9]([O:11][CH3:12])=[O:10])=[N:7][CH:8]=1, predict the reactants needed to synthesize it. The reactants are: Br[CH2:2][C:3]1[N:4]=[CH:5][C:6]([C:9]([O:11][CH3:12])=[O:10])=[N:7][CH:8]=1.C1N2CN3CN(C2)C[N:14]1C3.C(Cl)(Cl)[Cl:24]. (8) Given the product [F:33][CH:34]1[C:43]2[S:42][C:41]([C:44]([NH2:11])=[O:46])=[N:40][C:39]=2[C:38]2[CH:49]=[C:50]([C:54]#[C:55][C@:56]3([OH:63])[CH2:60][CH2:59][N:58]([CH3:61])[C:57]3=[O:62])[C:51]([F:53])=[CH:52][C:37]=2[O:36][CH2:35]1, predict the reactants needed to synthesize it. The reactants are: BrC1C(F)=CC2OCC(F)C3SC(C(OCC)=O)=[N:11]C=3C=2C=1.C([C@]1(O)CCN(C)C1=O)#C.[F:33][CH:34]1[C:43]2[S:42][C:41]([C:44]([O:46]CC)=O)=[N:40][C:39]=2[C:38]2[CH:49]=[C:50]([C:54]#[C:55][C@:56]3([OH:63])[CH2:60][CH2:59][N:58]([CH3:61])[C:57]3=[O:62])[C:51]([F:53])=[CH:52][C:37]=2[O:36][CH2:35]1. (9) Given the product [CH2:1]([C:3]1[CH:18]=[CH:17][C:6]([O:7][C@H:8]([CH3:16])[CH2:9][CH2:10][O:11][C:35]2[N:34]=[CH:33][C:32]([CH2:31][CH2:30][C:29]([OH:40])=[O:28])=[C:37]([CH3:38])[CH:36]=2)=[C:5]([O:19][C:20]2[CH:25]=[CH:24][CH:23]=[CH:22][CH:21]=2)[CH:4]=1)[CH3:2], predict the reactants needed to synthesize it. The reactants are: [CH2:1]([C:3]1[CH:18]=[CH:17][C:6]([O:7][C@@H:8]([CH3:16])[CH2:9][CH2:10][O:11]S(C)(=O)=O)=[C:5]([O:19][C:20]2[CH:25]=[CH:24][CH:23]=[CH:22][CH:21]=2)[CH:4]=1)[CH3:2].C([O:28][C:29](=[O:40])[CH2:30][CH2:31][C:32]1[CH:33]=[N:34][C:35](O)=[CH:36][C:37]=1[CH3:38])C.C(=O)([O-])[O-].[Cs+].[Cs+].[OH-].[Na+]. (10) Given the product [C:1]12([CH2:11][O:12][C:25]3[CH:24]=[CH:23][N:22]=[CH:21][C:20]=3[Br:19])[CH2:8][CH:7]3[CH2:6][CH:5]([CH2:4][CH:3]([CH2:9]3)[CH2:2]1)[CH2:10]2, predict the reactants needed to synthesize it. The reactants are: [C:1]12([CH2:11][OH:12])[CH2:10][CH:5]3[CH2:6][CH:7]([CH2:9][CH:3]([CH2:4]3)[CH2:2]1)[CH2:8]2.CC(C)([O-])C.[K+].[Br:19][C:20]1[CH:21]=[N:22][CH:23]=[CH:24][C:25]=1Cl.